The task is: Predict the product of the given reaction.. This data is from Forward reaction prediction with 1.9M reactions from USPTO patents (1976-2016). (1) Given the reactants C([O-])([O-])=O.[Na+].[Na+].Br[C:8]1[S:9][C:10]([C:13]([O:15][CH2:16][CH3:17])=[O:14])=[CH:11][N:12]=1.[F:18][C:19]1[CH:24]=[CH:23][CH:22]=[CH:21][C:20]=1B(O)O, predict the reaction product. The product is: [F:18][C:19]1[CH:24]=[CH:23][CH:22]=[CH:21][C:20]=1[C:8]1[S:9][C:10]([C:13]([O:15][CH2:16][CH3:17])=[O:14])=[CH:11][N:12]=1. (2) The product is: [Cl:11][CH2:12][C:13]1[C:5]2[C:3](=[C:2]([F:1])[C:8]([OH:9])=[C:7]([F:10])[CH:6]=2)[O:4][C:15](=[O:16])[CH:14]=1. Given the reactants [F:1][C:2]1[C:8]([OH:9])=[C:7]([F:10])[CH:6]=[CH:5][C:3]=1[OH:4].[Cl:11][CH2:12][C:13](=O)[CH2:14][C:15](OCC)=[O:16], predict the reaction product. (3) Given the reactants Cl[C:2]1[C:3]2[C:10]([C:11]3[CH:16]=[CH:15][C:14]([O:17][CH2:18][CH2:19][N:20]4[CH2:25][CH2:24][N:23]([CH3:26])[CH2:22][CH2:21]4)=[C:13]([Cl:27])[C:12]=3[CH3:28])=[C:9]([C:29]3[O:30][CH:31]=[CH:32][CH:33]=3)[S:8][C:4]=2[N:5]=[CH:6][N:7]=1.[C:34]([O:38][C:39]([NH:41][CH2:42][C:43]1[CH:48]=[CH:47][CH:46]=[CH:45][C:44]=1[CH2:49][C@@H:50]([OH:56])[C:51]([O:53][CH2:54][CH3:55])=[O:52])=[O:40])([CH3:37])([CH3:36])[CH3:35].C(=O)([O-])[O-].[Cs+].[Cs+], predict the reaction product. The product is: [C:34]([O:38][C:39]([NH:41][CH2:42][C:43]1[CH:48]=[CH:47][CH:46]=[CH:45][C:44]=1[CH2:49][C@@H:50]([O:56][C:2]1[C:3]2[C:10]([C:11]3[CH:16]=[CH:15][C:14]([O:17][CH2:18][CH2:19][N:20]4[CH2:25][CH2:24][N:23]([CH3:26])[CH2:22][CH2:21]4)=[C:13]([Cl:27])[C:12]=3[CH3:28])=[C:9]([C:29]3[O:30][CH:31]=[CH:32][CH:33]=3)[S:8][C:4]=2[N:5]=[CH:6][N:7]=1)[C:51]([O:53][CH2:54][CH3:55])=[O:52])=[O:40])([CH3:36])([CH3:37])[CH3:35]. (4) Given the reactants C([O:4][C@@H:5]1[C@@H:12]([N:13]2[CH:17]=[C:16]([C:18]([O:20][CH3:21])=[O:19])[N:15]=[N:14]2)[C@@H:11]([O:22]C(=O)C)[C@@H:10]([CH2:26][O:27]C(=O)C)[O:9][C@H:6]1[S:7][CH3:8])(=O)C.C[O-].[Na+], predict the reaction product. The product is: [CH3:21][O:20][C:18]([C:16]1[N:15]=[N:14][N:13]([C@H:12]2[C@@H:11]([OH:22])[C@@H:10]([CH2:26][OH:27])[O:9][C@@H:6]([S:7][CH3:8])[C@@H:5]2[OH:4])[CH:17]=1)=[O:19]. (5) The product is: [O:9]=[C:10]1[CH:15]([N:16]2[C:24](=[O:25])[C:23]3[C:18](=[CH:19][CH:20]=[CH:21][C:22]=3[CH2:26][N:27]([CH3:28])[C:38]([NH:37][C:31]3[CH:36]=[CH:35][CH:34]=[CH:33][CH:32]=3)=[O:39])[C:17]2=[O:29])[CH2:14][CH2:13][C:12](=[O:30])[NH:11]1. Given the reactants C(N(CC)CC)C.Cl.[O:9]=[C:10]1[CH:15]([N:16]2[C:24](=[O:25])[C:23]3[C:18](=[CH:19][CH:20]=[CH:21][C:22]=3[CH2:26][NH:27][CH3:28])[C:17]2=[O:29])[CH2:14][CH2:13][C:12](=[O:30])[NH:11]1.[C:31]1([N:37]=[C:38]=[O:39])[CH:36]=[CH:35][CH:34]=[CH:33][CH:32]=1, predict the reaction product. (6) Given the reactants [CH:1]1([NH:7][C:8]2[C:13]([C:14](=[O:16])[CH3:15])=[CH:12][N:11]=[C:10]3[N:17]([CH2:20][O:21][CH2:22][CH2:23][Si:24]([CH3:27])([CH3:26])[CH3:25])[CH:18]=[CH:19][C:9]=23)[CH2:6][CH2:5][CH2:4][CH2:3][CH2:2]1.[BH4-].[Na+].O, predict the reaction product. The product is: [CH:1]1([NH:7][C:8]2[C:13]([CH:14]([OH:16])[CH3:15])=[CH:12][N:11]=[C:10]3[N:17]([CH2:20][O:21][CH2:22][CH2:23][Si:24]([CH3:25])([CH3:27])[CH3:26])[CH:18]=[CH:19][C:9]=23)[CH2:2][CH2:3][CH2:4][CH2:5][CH2:6]1.